Dataset: Full USPTO retrosynthesis dataset with 1.9M reactions from patents (1976-2016). Task: Predict the reactants needed to synthesize the given product. (1) Given the product [Cl:21][C:19]1[CH:20]=[C:15]([C:9]#[C:8][Si:10]([CH3:13])([CH3:12])[CH3:11])[C:16]([C:22]#[N:23])=[N:17][CH:18]=1, predict the reactants needed to synthesize it. The reactants are: C(N(CC)CC)C.[C:8]([Si:10]([CH3:13])([CH3:12])[CH3:11])#[CH:9].Br[C:15]1[C:16]([C:22]#[N:23])=[N:17][CH:18]=[C:19]([Cl:21])[CH:20]=1. (2) Given the product [CH3:15][O:14][C:10]1[CH:11]=[C:12]2[C:7](=[CH:8][CH:9]=1)[NH:6][CH:5]([C:3]([NH2:16])=[O:2])[CH2:13]2, predict the reactants needed to synthesize it. The reactants are: C[O:2][C:3]([CH:5]1[CH2:13][C:12]2[C:7](=[CH:8][CH:9]=[C:10]([O:14][CH3:15])[CH:11]=2)[NH:6]1)=O.[NH3:16]. (3) The reactants are: Cl.[CH3:2][O:3][C:4]1[CH:5]=[C:6]([S:12]([N:15]2[CH2:20][C@H:19]([CH3:21])[NH:18][CH2:17][C@@H:16]2[CH3:22])(=[O:14])=[O:13])[CH:7]=[CH:8][C:9]=1[O:10][CH3:11].CCN(C(C)C)C(C)C.[F:32][C:33]1[CH:34]=[C:35]([S:41](Cl)(=[O:43])=[O:42])[CH:36]=[CH:37][C:38]=1[O:39][CH3:40]. Given the product [CH3:2][O:3][C:4]1[CH:5]=[C:6]([S:12]([N:15]2[CH2:20][C@H:19]([CH3:21])[N:18]([S:41]([C:35]3[CH:36]=[CH:37][C:38]([O:39][CH3:40])=[C:33]([F:32])[CH:34]=3)(=[O:42])=[O:43])[CH2:17][C@@H:16]2[CH3:22])(=[O:13])=[O:14])[CH:7]=[CH:8][C:9]=1[O:10][CH3:11], predict the reactants needed to synthesize it. (4) Given the product [CH3:36][S:37]([N:40]1[CH2:44][CH2:43][C:42]([C:2]2[CH:3]=[CH:4][CH:5]=[C:6]3[C:11]=2[N:10]=[C:9]([NH:12][C@H:13]2[CH2:18][CH2:17][C@H:16]([OH:19])[CH2:15][CH2:14]2)[N:8]=[CH:7]3)=[CH:41]1)(=[O:39])=[O:38], predict the reactants needed to synthesize it. The reactants are: Br[C:2]1[CH:3]=[CH:4][CH:5]=[C:6]2[C:11]=1[N:10]=[C:9]([NH:12][C@H:13]1[CH2:18][CH2:17][C@H:16]([OH:19])[CH2:15][CH2:14]1)[N:8]=[CH:7]2.C1(C)C=CC=CC=1.CCN(C(C)C)C(C)C.[CH3:36][S:37]([N:40]1[CH2:44][CH:43]=[CH:42][CH2:41]1)(=[O:39])=[O:38]. (5) Given the product [C:1]1([NH:7][CH2:8][C:9]2[CH:18]=[CH:17][C:12]([C:13]([OH:15])=[O:14])=[CH:11][CH:10]=2)[CH:2]=[CH:3][CH:4]=[CH:5][CH:6]=1, predict the reactants needed to synthesize it. The reactants are: [C:1]1([NH:7][CH2:8][C:9]2[CH:18]=[CH:17][C:12]([C:13]([O:15]C)=[O:14])=[CH:11][CH:10]=2)[CH:6]=[CH:5][CH:4]=[CH:3][CH:2]=1.O.[OH-].[Li+].O1CCCC1.Cl. (6) Given the product [CH2:25]([N:14]([C:15]([O:17][CH2:18][C:19]1[CH:20]=[CH:21][CH:22]=[CH:23][CH:24]=1)=[O:16])[C:6]1[CH:5]=[C:4]([CH:9]=[C:8]([C:10]([F:12])([F:13])[F:11])[CH:7]=1)[C:3]([OH:28])=[O:2])[CH:26]=[CH2:27], predict the reactants needed to synthesize it. The reactants are: C[O:2][C:3](=[O:28])[C:4]1[CH:9]=[C:8]([C:10]([F:13])([F:12])[F:11])[CH:7]=[C:6]([N:14]([CH2:25][CH:26]=[CH2:27])[C:15]([O:17][CH2:18][C:19]2[CH:24]=[CH:23][CH:22]=[CH:21][CH:20]=2)=[O:16])[CH:5]=1.[Li+].[OH-].